Dataset: Forward reaction prediction with 1.9M reactions from USPTO patents (1976-2016). Task: Predict the product of the given reaction. (1) Given the reactants [F:1][C:2]1[CH:3]=[C:4]([C@@H:9]2[CH2:13][N:12]([CH2:14][CH2:15][O:16][CH3:17])[CH2:11][C@H:10]2[NH:18][C:19]([NH:21][C:22]2[N:26]([C:27]3[CH:32]=[CH:31][CH:30]=[CH:29][CH:28]=3)[N:25]=[C:24]([O:33][CH2:34][C:35]([F:38])([F:37])[F:36])[CH:23]=2)=[O:20])[CH:5]=[CH:6][C:7]=1[F:8].[Cl:39]N1C(=O)CCC1=O.CC1C=CC(S([O-])(=O)=O)=CC=1.[NH+]1C=CC=CC=1, predict the reaction product. The product is: [Cl:39][C:23]1[C:24]([O:33][CH2:34][C:35]([F:37])([F:38])[F:36])=[N:25][N:26]([C:27]2[CH:28]=[CH:29][CH:30]=[CH:31][CH:32]=2)[C:22]=1[NH:21][C:19]([NH:18][C@H:10]1[C@H:9]([C:4]2[CH:5]=[CH:6][C:7]([F:8])=[C:2]([F:1])[CH:3]=2)[CH2:13][N:12]([CH2:14][CH2:15][O:16][CH3:17])[CH2:11]1)=[O:20]. (2) Given the reactants C([N:8]1[CH2:17][CH2:16][C:15]2[C:10](=[CH:11][CH:12]=[N:13][C:14]=2[C:18]2[CH:23]=[CH:22][CH:21]=[CH:20][CH:19]=2)[CH2:9]1)C1C=CC=CC=1.[C:24]([OH:30])([C:26]([F:29])([F:28])[F:27])=[O:25], predict the reaction product. The product is: [C:18]1([C:14]2[N:13]=[CH:12][CH:11]=[C:10]3[C:15]=2[CH2:16][CH2:17][NH:8][CH2:9]3)[CH:19]=[CH:20][CH:21]=[CH:22][CH:23]=1.[C:24]([OH:30])([C:26]([F:29])([F:28])[F:27])=[O:25]. (3) Given the reactants [CH3:1][O:2][C:3]1[C:4]([CH:13]=O)=[CH:5][C:6]2[C:11]([CH:12]=1)=[CH:10][CH:9]=[CH:8][CH:7]=2.[NH2:15][C:16]1[NH:20][N:19]=[CH:18][C:17]=1[C:21]#[N:22].[CH:23]1([N+:28]#[C-:29])[CH2:27][CH2:26][CH2:25][CH2:24]1.Cl(O)(=O)(=O)=O, predict the reaction product. The product is: [CH:23]1([NH:28][C:29]2[N:20]3[N:19]=[CH:18][C:17]([C:21]#[N:22])=[C:16]3[NH:15][C:13]=2[C:4]2[C:3]([O:2][CH3:1])=[CH:12][C:11]3[C:6](=[CH:7][CH:8]=[CH:9][CH:10]=3)[CH:5]=2)[CH2:27][CH2:26][CH2:25][CH2:24]1. (4) Given the reactants [N:1]1[C:10]2[C:5](=[CH:6][CH:7]=[CH:8][CH:9]=2)[N:4]=[CH:3][C:2]=1[N:11]1[CH2:22][CH2:21][C:14]2([C:19](=[O:20])[NH:18][CH2:17][CH2:16][CH2:15]2)[CH2:13][CH2:12]1.C1COCC1.Br[CH2:29][C:30]1[C:39]2[O:38][CH2:37][CH2:36][O:35][C:34]=2[CH:33]=[CH:32][CH:31]=1, predict the reaction product. The product is: [O:35]1[CH2:36][CH2:37][O:38][C:39]2[C:30]([CH2:29][N:18]3[CH2:17][CH2:16][CH2:15][C:14]4([CH2:21][CH2:22][N:11]([C:2]5[CH:3]=[N:4][C:5]6[C:10](=[CH:9][CH:8]=[CH:7][CH:6]=6)[N:1]=5)[CH2:12][CH2:13]4)[C:19]3=[O:20])=[CH:31][CH:32]=[CH:33][C:34]1=2. (5) Given the reactants CNCCNC.[NH:7]1[CH2:11][CH2:10][CH2:9][C:8]1=[O:12].C([O-])([O-])=O.[Cs+].[Cs+].I[C:20]1[N:28]2[C:23]([CH:24]=[CH:25][CH:26]=[CH:27]2)=[CH:22][C:21]=1[C:29]([O:31][CH2:32][CH3:33])=[O:30], predict the reaction product. The product is: [O:12]=[C:8]1[CH2:9][CH2:10][CH2:11][N:7]1[C:20]1[N:28]2[C:23]([CH:24]=[CH:25][CH:26]=[CH:27]2)=[CH:22][C:21]=1[C:29]([O:31][CH2:32][CH3:33])=[O:30]. (6) Given the reactants Cl[C:2]1[N:7]=[C:6]([S:8][CH3:9])[N:5]=[C:4]([NH:10][C:11]2[NH:15][N:14]=[C:13]([CH3:16])[CH:12]=2)[CH:3]=1.Cl.[CH:18]1([C:21]2([F:25])[CH2:24][NH:23][CH2:22]2)[CH2:20][CH2:19]1.C(N(C(C)C)CC)(C)C.C(O)(C)C, predict the reaction product. The product is: [CH:18]1([C:21]2([F:25])[CH2:24][N:23]([C:2]3[N:7]=[C:6]([S:8][CH3:9])[N:5]=[C:4]([NH:10][C:11]4[NH:15][N:14]=[C:13]([CH3:16])[CH:12]=4)[CH:3]=3)[CH2:22]2)[CH2:20][CH2:19]1. (7) Given the reactants [CH2:1]([O:4][C:5]([NH:7][C@H:8]([C:48]([OH:50])=O)[CH2:9][C:10]1[CH:15]=[CH:14][C:13]([N:16]([C:26]2[CH:31]=[CH:30][CH:29]=[CH:28][C:27]=2[C:32]([O:34][CH:35]([C:42]2[CH:47]=[CH:46][CH:45]=[CH:44][CH:43]=2)[C:36]2[CH:41]=[CH:40][CH:39]=[CH:38][CH:37]=2)=[O:33])[C:17](=[O:25])[C:18]([O:20][C:21]([CH3:24])([CH3:23])[CH3:22])=[O:19])=[CH:12][CH:11]=1)=[O:6])[CH:2]=[CH2:3].CN(C(ON1N=NC2C=CC=CC1=2)=[N+](C)C)C.[B-](F)(F)(F)F.C1C=CC2N(O)N=NC=2C=1.[NH2:83][CH2:84][CH2:85][CH2:86][CH2:87][O:88][C:89]1[CH:98]=[CH:97][CH:96]=[C:95]([OH:99])[C:90]=1[C:91]([O:93][CH3:94])=[O:92].C(N(CC)CC)C, predict the reaction product. The product is: [CH2:1]([O:4][C:5]([NH:7][C@H:8]([C:48]([NH:83][CH2:84][CH2:85][CH2:86][CH2:87][O:88][C:89]1[CH:98]=[CH:97][CH:96]=[C:95]([OH:99])[C:90]=1[C:91]([O:93][CH3:94])=[O:92])=[O:50])[CH2:9][C:10]1[CH:11]=[CH:12][C:13]([N:16]([C:26]2[CH:31]=[CH:30][CH:29]=[CH:28][C:27]=2[C:32]([O:34][CH:35]([C:42]2[CH:43]=[CH:44][CH:45]=[CH:46][CH:47]=2)[C:36]2[CH:37]=[CH:38][CH:39]=[CH:40][CH:41]=2)=[O:33])[C:17](=[O:25])[C:18]([O:20][C:21]([CH3:23])([CH3:24])[CH3:22])=[O:19])=[CH:14][CH:15]=1)=[O:6])[CH:2]=[CH2:3].